Regression. Given a peptide amino acid sequence and an MHC pseudo amino acid sequence, predict their binding affinity value. This is MHC class I binding data. From a dataset of Peptide-MHC class I binding affinity with 185,985 pairs from IEDB/IMGT. (1) The peptide sequence is YAYEPGSVM. The MHC is HLA-A11:01 with pseudo-sequence HLA-A11:01. The binding affinity (normalized) is 0.0847. (2) The peptide sequence is ALAKAAAAA. The MHC is HLA-A68:02 with pseudo-sequence HLA-A68:02. The binding affinity (normalized) is 0.318. (3) The binding affinity (normalized) is 0.198. The MHC is HLA-A02:06 with pseudo-sequence HLA-A02:06. The peptide sequence is RVNHAKYMV. (4) The peptide sequence is LRAPHVSEK. The MHC is Mamu-B03 with pseudo-sequence Mamu-B03. The binding affinity (normalized) is 0.248.